The task is: Predict the product of the given reaction.. This data is from Forward reaction prediction with 1.9M reactions from USPTO patents (1976-2016). Given the reactants C(Cl)(=O)C(Cl)=O.CS(C)=O.[F:11][C:12]([F:50])([CH2:46][CH2:47][CH2:48][CH3:49])[CH:13]([OH:45])[CH2:14][CH2:15][C@H:16]1[C@H:20]([O:21][CH:22]2[CH2:27][CH2:26][CH2:25][CH2:24][O:23]2)[CH2:19][C@H:18]([OH:28])[C@@H:17]1[CH2:29][CH2:30][CH2:31][CH2:32][CH2:33][CH2:34][C:35]([O:37][CH2:38][C:39]1[CH:44]=[CH:43][CH:42]=[CH:41][CH:40]=1)=[O:36].C(N(CC)CC)C.O.[NH4+], predict the reaction product. The product is: [F:50][C:12]([F:11])([CH2:46][CH2:47][CH2:48][CH3:49])[C:13](=[O:45])[CH2:14][CH2:15][C@H:16]1[C@H:20]([O:21][CH:22]2[CH2:27][CH2:26][CH2:25][CH2:24][O:23]2)[CH2:19][C:18](=[O:28])[C@@H:17]1[CH2:29][CH2:30][CH2:31][CH2:32][CH2:33][CH2:34][C:35]([O:37][CH2:38][C:39]1[CH:40]=[CH:41][CH:42]=[CH:43][CH:44]=1)=[O:36].